Task: Predict the reaction yield, written as a fraction of the theoretical maximum amount of product (1.0 means a 100% yield; for example, 0.34 means a 34% yield).. Dataset: Reaction yield outcomes from USPTO patents with 853,638 reactions (1) The reactants are C1(P(C2C=CC=CC=2)C2C=CC=CC=2)C=CC=CC=1.C1C=CC(COC(/N=N/C(OCC2C=CC=CC=2)=O)=O)=CC=1.[F:42][C:43]([F:52])([F:51])[C:44]1[CH:49]=[CH:48][C:47]([OH:50])=[CH:46][CH:45]=1.[CH3:53][C:54]1[O:58][C:57]([CH2:59][CH2:60]O)=[CH:56][CH:55]=1. The catalyst is C1COCC1. The product is [CH3:53][C:54]1[O:58][C:57]([CH2:59][CH2:60][O:50][C:47]2[CH:46]=[CH:45][C:44]([C:43]([F:51])([F:52])[F:42])=[CH:49][CH:48]=2)=[CH:56][CH:55]=1. The yield is 0.440. (2) The reactants are Cl[C:2]1[C:11]2[C:6](=[CH:7][CH:8]=[C:9]([F:12])[CH:10]=2)[N:5]=[CH:4][CH:3]=1.Cl.[Cl:14][C:15]1[CH:31]=[CH:30][C:18]([C:19]([NH:21][CH2:22][C:23]2([CH3:29])[CH2:28][CH2:27][NH:26][CH2:25][CH2:24]2)=[O:20])=[CH:17][CH:16]=1.CCN(C(C)C)C(C)C. The catalyst is CN1C(=O)CCC1.CN(C=O)C. The product is [Cl:14][C:15]1[CH:16]=[CH:17][C:18]([C:19]([NH:21][CH2:22][C:23]2([CH3:29])[CH2:24][CH2:25][N:26]([C:2]3[C:11]4[C:6](=[CH:7][CH:8]=[C:9]([F:12])[CH:10]=4)[N:5]=[CH:4][CH:3]=3)[CH2:27][CH2:28]2)=[O:20])=[CH:30][CH:31]=1. The yield is 0.570. (3) The reactants are [Br:1][C:2]1[CH:9]=[CH:8][C:5]([CH2:6][OH:7])=[CH:4][CH:3]=1.[Si:10](Cl)([C:13]([CH3:16])([CH3:15])[CH3:14])([CH3:12])[CH3:11].N1C=CN=C1. The catalyst is CN(C=O)C. The product is [Br:1][C:2]1[CH:9]=[CH:8][C:5]([CH2:6][O:7][Si:10]([C:13]([CH3:16])([CH3:15])[CH3:14])([CH3:12])[CH3:11])=[CH:4][CH:3]=1. The yield is 0.880. (4) The reactants are [Cl:1][C:2]1[N:7]=[C:6]([C:8]2[S:12][C:11]([CH:13]([CH3:15])[CH3:14])=[N:10][C:9]=2[C:16]2[CH:17]=[CH:18][C:19]([F:23])=[C:20]([NH2:22])[CH:21]=2)[CH:5]=[CH:4][N:3]=1.N1C=CC=CC=1.[CH3:30][N:31]1[CH:35]=[C:34]([S:36](Cl)(=[O:38])=[O:37])[N:33]=[CH:32]1. The catalyst is CN(C=O)C. The product is [Cl:1][C:2]1[N:7]=[C:6]([C:8]2[S:12][C:11]([CH:13]([CH3:15])[CH3:14])=[N:10][C:9]=2[C:16]2[CH:17]=[CH:18][C:19]([F:23])=[C:20]([NH:22][S:36]([C:34]3[N:33]=[CH:32][N:31]([CH3:30])[CH:35]=3)(=[O:38])=[O:37])[CH:21]=2)[CH:5]=[CH:4][N:3]=1. The yield is 0.660.